From a dataset of Retrosynthesis with 50K atom-mapped reactions and 10 reaction types from USPTO. Predict the reactants needed to synthesize the given product. (1) The reactants are: O=S(=O)(Cl)c1ccc(Br)c(Cl)c1. Given the product Sc1ccc(Br)c(Cl)c1, predict the reactants needed to synthesize it. (2) Given the product Fc1ccc(-c2cnc3nc(C(F)(F)F)ccn23)c(F)c1-c1cccnc1, predict the reactants needed to synthesize it. The reactants are: FC(F)(F)c1ccn2c(Br)cnc2n1.OB(O)c1ccc(F)c(-c2cccnc2)c1F. (3) Given the product O=C1OCCC1Oc1ccc(Br)cc1, predict the reactants needed to synthesize it. The reactants are: O=C1OCCC1Br.Oc1ccc(Br)cc1. (4) Given the product C[C@@]1(F)[C@H](OC(=O)c2ccccc2)[C@@H](COC(=O)c2ccccc2)O[C@H]1n1cc(I)c2c(Cl)ncnc21, predict the reactants needed to synthesize it. The reactants are: C[C@]1(F)C(O)O[C@H](COC(=O)c2ccccc2)[C@H]1OC(=O)c1ccccc1.Clc1ncnc2[nH]cc(I)c12. (5) Given the product Nc1nnc(-c2cccc(Cl)c2)c(-c2ccc(F)cc2F)n1, predict the reactants needed to synthesize it. The reactants are: Nc1nnc(Br)c(-c2ccc(F)cc2F)n1.OB(O)c1cccc(Cl)c1. (6) Given the product CN1CCCN(C(=O)CC2CCN(c3ncc(-c4cccnc4)cc3NC(=O)c3cccc(Cl)c3)CC2)CC1, predict the reactants needed to synthesize it. The reactants are: CN1CCCN(C(=O)CC2CCN(c3ncc(Br)cc3NC(=O)c3cccc(Cl)c3)CC2)CC1.OB(O)c1cccnc1. (7) The reactants are: COc1nc(Cl)ncc1Br.Nc1cccc(F)c1. Given the product COc1nc(Nc2cccc(F)c2)ncc1Br, predict the reactants needed to synthesize it. (8) Given the product COCC(=O)N1CCC(C(=O)N2C[C@H](c3ccc(Cl)c(Cl)c3)[C@@H](N(C)C(=O)Oc3ccc(F)cc3)C2)CC1, predict the reactants needed to synthesize it. The reactants are: CN(C(=O)Oc1ccc(F)cc1)[C@H]1CN(C(=O)C2CCNCC2)C[C@@H]1c1ccc(Cl)c(Cl)c1.COCC(=O)Cl.